This data is from Reaction yield outcomes from USPTO patents with 853,638 reactions. The task is: Predict the reaction yield, written as a fraction of the theoretical maximum amount of product (1.0 means a 100% yield; for example, 0.34 means a 34% yield). (1) The reactants are N[C:2]1[C:6]([C:7]#[N:8])=[C:5]([S:9][CH3:10])[S:4][C:3]=1[C:11]([O:13][CH2:14][CH3:15])=[O:12].[I:16]CI.N(OCCC(C)C)=O. The catalyst is C(#N)C.CCCCCC. The product is [C:7]([C:6]1[C:2]([I:16])=[C:3]([C:11]([O:13][CH2:14][CH3:15])=[O:12])[S:4][C:5]=1[S:9][CH3:10])#[N:8]. The yield is 0.450. (2) The reactants are [F:1][C:2]1[CH:3]=[CH:4][C:5]([I:11])=[C:6]([CH:10]=1)[C:7]([OH:9])=[O:8].OS(O)(=O)=O.[OH-].[Na+].[CH3:19]O. No catalyst specified. The product is [CH3:19][O:8][C:7](=[O:9])[C:6]1[CH:10]=[C:2]([F:1])[CH:3]=[CH:4][C:5]=1[I:11]. The yield is 0.980. (3) The reactants are Cl.[NH2:2][CH2:3][C:4]([CH3:7])([SH:6])[CH3:5].C(N(CC)CC)C.[C:15]1(=[O:21])[O:20][C:18](=[O:19])[CH2:17][CH2:16]1. The catalyst is C(Cl)Cl. The product is [CH3:5][C:4]([SH:6])([CH3:7])[CH2:3][NH:2][C:15]([CH2:16][CH2:17][C:18]([OH:20])=[O:19])=[O:21]. The yield is 0.944. (4) The reactants are [C:1]([O:5][C:6]([N:8]1[C:16]2[CH:15]=[C:14](Cl)[N:13]=[CH:12][C:11]=2[C:10]([CH3:19])([CH3:18])[CH2:9]1)=[O:7])([CH3:4])([CH3:3])[CH3:2].[C:20]1(B(O)O)[CH2:24][CH2:23][CH2:22][CH:21]=1.C(=O)([O-])[O-].[K+].[K+]. The catalyst is O1CCOCC1.O.CC1C=CC=CC=1[P](C1C=CC=CC=1C)([Pd](Cl)(Cl)[P](C1=C(C)C=CC=C1)(C1C=CC=CC=1C)C1C=CC=CC=1C)C1C=CC=CC=1C. The product is [C:1]([O:5][C:6]([N:8]1[C:16]2[CH:15]=[C:14]([C:20]3[CH2:24][CH2:23][CH2:22][CH:21]=3)[N:13]=[CH:12][C:11]=2[C:10]([CH3:19])([CH3:18])[CH2:9]1)=[O:7])([CH3:4])([CH3:3])[CH3:2]. The yield is 0.570. (5) The reactants are [Cl:1][C:2]1[CH:3]=[CH:4][C:5]2[O:9][C:8]([C:10]([OH:12])=O)=[C:7]([CH3:13])[C:6]=2[C:14]=1[O:15][CH:16]([CH3:18])[CH3:17].[C:19]([O:23][C:24](=[O:46])[C@@H:25]([NH:29][S:30]([C:33]1[CH:38]=[CH:37][C:36]([C:39]2[CH:44]=[CH:43][C:42]([NH2:45])=[CH:41][CH:40]=2)=[CH:35][CH:34]=1)(=[O:32])=[O:31])[CH:26]([CH3:28])[CH3:27])([CH3:22])([CH3:21])[CH3:20].F[P-](F)(F)(F)(F)F.N1(O[P+](N(C)C)(N(C)C)N(C)C)C2C=CC=CC=2N=N1.C(N(CC)C(C)C)(C)C. The catalyst is CN(C=O)C. The product is [C:19]([O:23][C:24](=[O:46])[C@@H:25]([NH:29][S:30]([C:33]1[CH:34]=[CH:35][C:36]([C:39]2[CH:40]=[CH:41][C:42]([NH:45][C:10]([C:8]3[O:9][C:5]4[CH:4]=[CH:3][C:2]([Cl:1])=[C:14]([O:15][CH:16]([CH3:18])[CH3:17])[C:6]=4[C:7]=3[CH3:13])=[O:12])=[CH:43][CH:44]=2)=[CH:37][CH:38]=1)(=[O:32])=[O:31])[CH:26]([CH3:28])[CH3:27])([CH3:21])([CH3:22])[CH3:20]. The yield is 0.980. (6) The catalyst is C(Cl)Cl. The yield is 0.962. The product is [CH3:22][S:23]([O:1][CH2:2][CH2:3][C:4]1[C:9]([CH2:10][CH2:11][O:12][S:23]([CH3:22])(=[O:25])=[O:24])=[CH:8][CH:7]=[CH:6][C:5]=1[O:13][CH3:14])(=[O:25])=[O:24]. The reactants are [OH:1][CH2:2][CH2:3][C:4]1[C:9]([CH2:10][CH2:11][OH:12])=[CH:8][CH:7]=[CH:6][C:5]=1[O:13][CH3:14].C(N(CC)CC)C.[CH3:22][S:23](Cl)(=[O:25])=[O:24]. (7) The reactants are [C:1]1([S:7]([N:10]2[C:14]3=[N:15][C:16]([O:19][CH3:20])=[CH:17][CH:18]=[C:13]3[CH:12]=[C:11]2[C:21](=[O:28])[CH2:22][CH:23]2[CH2:27][CH2:26][CH2:25][CH2:24]2)(=[O:9])=[O:8])[CH:6]=[CH:5][CH:4]=[CH:3][CH:2]=1.C[Si]([N-][Si](C)(C)C)(C)C.[Li+].[C:39]1([CH3:59])[CH:44]=[CH:43][C:42]([S:45](O[S:45]([C:42]2[CH:43]=[CH:44][C:39]([CH3:59])=[CH:40][CH:41]=2)(=[O:47])=[O:46])(=[O:47])=[O:46])=[CH:41][CH:40]=1. The catalyst is O1CCCC1. The product is [C:1]1([S:7]([N:10]2[C:14]3=[N:15][C:16]([O:19][CH3:20])=[CH:17][CH:18]=[C:13]3[CH:12]=[C:11]2[C:21]([O:28][S:45]([C:42]2[CH:43]=[CH:44][C:39]([CH3:59])=[CH:40][CH:41]=2)(=[O:47])=[O:46])=[CH:22][CH:23]2[CH2:24][CH2:25][CH2:26][CH2:27]2)(=[O:8])=[O:9])[CH:2]=[CH:3][CH:4]=[CH:5][CH:6]=1. The yield is 0.741. (8) The reactants are [N:1]1[CH:6]=[CH:5][C:4]([C:7]2[N:15]3[C:10]([CH:11]=[CH:12][CH:13]=[CH:14]3)=[CH:9][C:8]=2[CH2:16][OH:17])=[CH:3][CH:2]=1. The catalyst is O=[Mn]=O. The product is [N:1]1[CH:2]=[CH:3][C:4]([C:7]2[N:15]3[C:10]([CH:11]=[CH:12][CH:13]=[CH:14]3)=[CH:9][C:8]=2[CH:16]=[O:17])=[CH:5][CH:6]=1. The yield is 0.780. (9) The reactants are [CH3:1][C:2]1([C:13]([O:15][CH2:16][CH3:17])=[O:14])[C:11](=[O:12])[CH2:10][CH2:9][C:4]2([O:8][CH2:7][CH2:6][O:5]2)[CH2:3]1.[BH4-].[Na+]. The catalyst is CO.CCOC(C)=O. The product is [OH:12][C@@H:11]1[CH2:10][CH2:9][C:4]2([O:8][CH2:7][CH2:6][O:5]2)[CH2:3][C@:2]1([CH3:1])[C:13]([O:15][CH2:16][CH3:17])=[O:14]. The yield is 0.990. (10) The reactants are C(OC(=O)[CH:5]([C:11]1[CH:16]=[CH:15][C:14]([N+:17]([O-:19])=[O:18])=[CH:13][N:12]=1)C(OCC)=O)C.[OH-].[Na+]. The catalyst is S(=O)(=O)(O)O. The product is [CH3:5][C:11]1[CH:16]=[CH:15][C:14]([N+:17]([O-:19])=[O:18])=[CH:13][N:12]=1. The yield is 0.830.